This data is from Forward reaction prediction with 1.9M reactions from USPTO patents (1976-2016). The task is: Predict the product of the given reaction. (1) Given the reactants [C:1]([C:5]1[CH:6]=[C:7]2[C:12](=[CH:13][CH:14]=1)[N:11]=[C:10]1[S:15][C:16]([C:18]#N)=[CH:17][C:9]1=[CH:8]2)([CH3:4])([CH3:3])[CH3:2].[OH-:20].[Na+].P(=O)(O)(O)[OH:23], predict the reaction product. The product is: [C:1]([C:5]1[CH:6]=[C:7]2[C:12](=[CH:13][CH:14]=1)[N:11]=[C:10]1[S:15][C:16]([C:18]([OH:23])=[O:20])=[CH:17][C:9]1=[CH:8]2)([CH3:4])([CH3:3])[CH3:2]. (2) Given the reactants [CH3:1][N:2]([CH3:21])[C:3]1[CH:4]=[C:5]([CH:12]=[C:13]([S:15]([F:20])([F:19])([F:18])([F:17])[F:16])[CH:14]=1)[C:6](N(OC)C)=[O:7].[CH2:22]1COCC1.C[Mg]Br.Cl, predict the reaction product. The product is: [CH3:1][N:2]([CH3:21])[C:3]1[CH:4]=[C:5]([C:6](=[O:7])[CH3:22])[CH:12]=[C:13]([S:15]([F:19])([F:18])([F:20])([F:17])[F:16])[CH:14]=1. (3) Given the reactants F[C:2]1[C:3]([CH3:22])=[N:4][C:5]2[C:10]([N:11]=1)=[C:9]([C:12]1[NH:20][C:19]3[CH2:18][CH2:17][NH:16][C:15](=[O:21])[C:14]=3[CH:13]=1)[CH:8]=[CH:7][CH:6]=2.Cl.CN.C[CH2:27][N:28](C(C)C)C(C)C, predict the reaction product. The product is: [CH3:22][C:3]1[C:2]([NH:28][CH3:27])=[N:11][C:10]2[C:5](=[CH:6][CH:7]=[CH:8][C:9]=2[C:12]2[NH:20][C:19]3[CH2:18][CH2:17][NH:16][C:15](=[O:21])[C:14]=3[CH:13]=2)[N:4]=1. (4) Given the reactants B1(C)OC(C2C=CC=CC=2)(C2C=CC=CC=2)[C@H]2N1CCC2.B.CSC.[C:26]([SiH2:30][O:31][C:32]([CH3:50])([CH3:49])[CH:33]1[CH2:42][CH2:41][C:40]2[C:35](=[CH:36][C:37]([CH2:43][C:44]([CH3:47])([CH3:46])[CH3:45])=[CH:38][CH:39]=2)[C:34]1=[O:48])([CH3:29])([CH3:28])[CH3:27], predict the reaction product. The product is: [C:26]([SiH2:30][O:31][C:32]([CH3:50])([CH3:49])[CH:33]1[CH2:42][CH2:41][C:40]2[C:35](=[CH:36][C:37]([CH2:43][C:44]([CH3:47])([CH3:46])[CH3:45])=[CH:38][CH:39]=2)[CH:34]1[OH:48])([CH3:29])([CH3:28])[CH3:27]. (5) Given the reactants C[O:2][C:3](=[O:27])[C:4]1[CH:26]=[CH:25][C:7]([C:8]([NH:10][C:11]2[CH:16]=[CH:15][C:14]([N:17]3[CH2:21][CH2:20][CH:19]([N:22]([CH3:24])[CH3:23])[CH2:18]3)=[CH:13][CH:12]=2)=[O:9])=[CH:6][CH:5]=1.[OH-].[Na+], predict the reaction product. The product is: [CH3:23][N:22]([CH3:24])[CH:19]1[CH2:20][CH2:21][N:17]([C:14]2[CH:13]=[CH:12][C:11]([NH:10][C:8](=[O:9])[C:7]3[CH:6]=[CH:5][C:4]([C:3]([OH:27])=[O:2])=[CH:26][CH:25]=3)=[CH:16][CH:15]=2)[CH2:18]1. (6) Given the reactants [CH2:1]([O:8][C:9]([C:11]1([C:16](OCC2C=CC=CC=2)=[O:17])[CH2:15][CH2:14][O:13][CH2:12]1)=[O:10])[C:2]1[CH:7]=[CH:6][CH:5]=[CH:4][CH:3]=1.FC1C=CC(S(CCC2CCN(C(OC(C)(C)C)=O)CC2)(=O)=O)=CC=1, predict the reaction product. The product is: [CH2:1]([O:8][C:9]([C:11]1([CH:16]=[O:17])[CH2:15][CH2:14][O:13][CH2:12]1)=[O:10])[C:2]1[CH:7]=[CH:6][CH:5]=[CH:4][CH:3]=1. (7) Given the reactants [Br:1][C:2]1[CH:9]=[CH:8][C:5]([CH:6]=O)=[CH:4][CH:3]=1.[CH3:10][C:11]1([CH3:19])[O:18][C:16](=[O:17])[CH2:15][C:13](=[O:14])[O:12]1.C([O-])(=O)C.[NH2+]1CCCCC1.C([BH3-])#N.[Na+], predict the reaction product. The product is: [Br:1][C:2]1[CH:9]=[CH:8][C:5]([CH2:6][CH:15]2[C:16](=[O:17])[O:18][C:11]([CH3:19])([CH3:10])[O:12][C:13]2=[O:14])=[CH:4][CH:3]=1. (8) Given the reactants [Cl:1][C:2]1[CH:7]=[CH:6][C:5]([CH:8]([C:27]2[CH:32]=[CH:31][C:30]([Cl:33])=[CH:29][CH:28]=2)[N:9]2[CH2:12][C:11](=[CH:13][S:14]([CH2:17][C:18]3[CH:19]=[C:20]([CH:24]=[CH:25][CH:26]=3)[C:21](O)=[O:22])(=[O:16])=[O:15])[CH2:10]2)=[CH:4][CH:3]=1.[CH2:34]([NH2:38])[CH:35]([CH3:37])[CH3:36], predict the reaction product. The product is: [Cl:1][C:2]1[CH:3]=[CH:4][C:5]([CH:8]([C:27]2[CH:28]=[CH:29][C:30]([Cl:33])=[CH:31][CH:32]=2)[N:9]2[CH2:12][C:11](=[CH:13][S:14]([CH2:17][C:18]3[CH:19]=[C:20]([CH:24]=[CH:25][CH:26]=3)[C:21]([NH:38][CH2:34][CH:35]([CH3:37])[CH3:36])=[O:22])(=[O:16])=[O:15])[CH2:10]2)=[CH:6][CH:7]=1.